From a dataset of Peptide-MHC class I binding affinity with 185,985 pairs from IEDB/IMGT. Regression. Given a peptide amino acid sequence and an MHC pseudo amino acid sequence, predict their binding affinity value. This is MHC class I binding data. (1) The peptide sequence is YTVDYPNL. The MHC is H-2-Kb with pseudo-sequence H-2-Kb. The binding affinity (normalized) is 0.515. (2) The peptide sequence is IFRRDQIWF. The MHC is HLA-A02:01 with pseudo-sequence HLA-A02:01. The binding affinity (normalized) is 0.391. (3) The peptide sequence is QVPLRPMTSK. The MHC is HLA-B15:03 with pseudo-sequence HLA-B15:03. The binding affinity (normalized) is 0.0232. (4) The peptide sequence is YFARRFKYL. The MHC is HLA-A02:03 with pseudo-sequence HLA-A02:03. The binding affinity (normalized) is 0.0847. (5) The peptide sequence is ATYGTAVNK. The MHC is HLA-B07:02 with pseudo-sequence HLA-B07:02. The binding affinity (normalized) is 0.0847. (6) The peptide sequence is LPFERTTVM. The MHC is HLA-B07:02 with pseudo-sequence HLA-B07:02. The binding affinity (normalized) is 0.611. (7) The peptide sequence is MMWATAQAL. The MHC is HLA-C14:02 with pseudo-sequence HLA-C14:02. The binding affinity (normalized) is 0.820. (8) The peptide sequence is KMNWFLNWV. The MHC is Mamu-A70103 with pseudo-sequence Mamu-A70103. The binding affinity (normalized) is 0.459. (9) The peptide sequence is DICSKHMDAR. The MHC is HLA-A11:01 with pseudo-sequence HLA-A11:01. The binding affinity (normalized) is 0. (10) The binding affinity (normalized) is 0. The peptide sequence is ATDALMTGY. The MHC is HLA-B44:02 with pseudo-sequence HLA-B44:02.